From a dataset of TCR-epitope binding with 47,182 pairs between 192 epitopes and 23,139 TCRs. Binary Classification. Given a T-cell receptor sequence (or CDR3 region) and an epitope sequence, predict whether binding occurs between them. (1) The epitope is NLSALGIFST. The TCR CDR3 sequence is CSVRAYSEETQYF. Result: 1 (the TCR binds to the epitope). (2) The epitope is HTTDPSFLGRY. The TCR CDR3 sequence is CASSEETGSGTPLHF. Result: 1 (the TCR binds to the epitope). (3) The epitope is GLIYNRMGAVTTEV. The TCR CDR3 sequence is CASNWGPLDYGYTF. Result: 1 (the TCR binds to the epitope). (4) The epitope is KLNVGDYFV. The TCR CDR3 sequence is CSVPTPPTSGGDTQYF. Result: 1 (the TCR binds to the epitope). (5) The epitope is LLWNGPMAV. The TCR CDR3 sequence is CASGIPSTTGAVGTDTQYF. Result: 1 (the TCR binds to the epitope). (6) The epitope is SSNVANYQK. The TCR CDR3 sequence is CSVDAGDGYTF. Result: 1 (the TCR binds to the epitope).